This data is from Full USPTO retrosynthesis dataset with 1.9M reactions from patents (1976-2016). The task is: Predict the reactants needed to synthesize the given product. (1) Given the product [Si:5]([O:12][CH2:13][CH2:14][N:15]1[CH:19]=[CH:18][N:17]=[C:16]1[C:20]([OH:22])([C:1]#[CH:2])[CH3:21])([C:8]([CH3:11])([CH3:9])[CH3:10])([CH3:7])[CH3:6], predict the reactants needed to synthesize it. The reactants are: [C:1]([Mg]Br)#[CH:2].[Si:5]([O:12][CH2:13][CH2:14][N:15]1[CH:19]=[CH:18][N:17]=[C:16]1[C:20](=[O:22])[CH3:21])([C:8]([CH3:11])([CH3:10])[CH3:9])([CH3:7])[CH3:6]. (2) Given the product [Cl:37][C:9]1[C:16]([CH2:17][CH2:18][CH3:19])=[C:15]([NH:20][C@@H:21]([C:24]2[O:25][C:26]([C:29]3[CH:30]=[CH:31][C:32]([C:35]#[N:36])=[CH:33][CH:34]=3)=[N:27][N:28]=2)[C@@H:22]([OH:39])[CH3:23])[CH:14]=[CH:13][C:10]=1[C:11]#[N:12], predict the reactants needed to synthesize it. The reactants are: [Si](O[C@@:9]1([Cl:37])[C:16]([CH2:17][CH2:18][CH3:19])=[C:15]([NH:20][CH:21]([C:24]2[O:25][C:26]([C:29]3[CH:34]=[CH:33][C:32]([C:35]#[N:36])=[CH:31][CH:30]=3)=[N:27][N:28]=2)[CH2:22][CH3:23])[CH:14]=[CH:13][C@@H:10]1[C:11]#[N:12])(C(C)(C)C)(C)C.C[OH:39].[F-].[NH4+]. (3) Given the product [CH3:1][O:2][C:3]1[CH:8]=[C:7]([C:9]2[S:10][CH:11]=[CH:12][CH:13]=2)[CH:6]=[CH:5][C:4]=1[C:14](=[O:16])/[CH:15]=[CH:24]/[C:23]1[CH:26]=[CH:27][C:20]([C:17]([OH:19])=[O:18])=[CH:21][CH:22]=1, predict the reactants needed to synthesize it. The reactants are: [CH3:1][O:2][C:3]1[CH:8]=[C:7]([C:9]2[S:10][CH:11]=[CH:12][CH:13]=2)[CH:6]=[CH:5][C:4]=1[C:14](=[O:16])[CH3:15].[C:17]([C:20]1[CH:27]=[CH:26][C:23]([CH:24]=O)=[CH:22][CH:21]=1)([OH:19])=[O:18]. (4) Given the product [C:19]([C@H:16]1[CH2:17][CH2:18][C@H:13]([O:12][C:7]2[CH:6]=[CH:5][C:4]3[C:9](=[CH:10][CH:11]=[C:2]([CH:24]=[O:23])[CH:3]=3)[N:8]=2)[CH2:14][CH2:15]1)([CH3:22])([CH3:21])[CH3:20], predict the reactants needed to synthesize it. The reactants are: Br[C:2]1[CH:3]=[C:4]2[C:9](=[CH:10][CH:11]=1)[N:8]=[C:7]([O:12][CH:13]1[CH2:18][CH2:17][CH:16]([C:19]([CH3:22])([CH3:21])[CH3:20])[CH2:15][CH2:14]1)[CH:6]=[CH:5]2.[O:23]1CCC[CH2:24]1.C([Li])CCC.C1CCCCC1.CN(C)C=O.Cl.C([O-])(O)=O.[Na+]. (5) Given the product [CH2:11]([N:18]1[CH2:22][CH:21]([O:23][CH2:39][CH2:40][CH2:41][CH2:42][CH2:43][CH2:44][CH2:45][CH3:46])[CH:20]([O:24][CH2:58][CH2:59][CH2:60][CH2:61][CH2:62][CH2:63][CH2:64][CH2:65]/[CH:66]=[CH:67]\[CH2:68]/[CH:69]=[CH:70]\[CH2:71][CH2:72][CH2:73][CH2:74][CH3:75])[CH2:19]1)[C:12]1[CH:13]=[CH:14][CH:15]=[CH:16][CH:17]=1, predict the reactants needed to synthesize it. The reactants are: C1(S(O)(=O)=O)C=CC=CC=1.[CH2:11]([N:18]1[CH2:22][CH:21]([OH:23])[CH:20]([OH:24])[CH2:19]1)[C:12]1[CH:17]=[CH:16][CH:15]=[CH:14][CH:13]=1.C(N(CC)CC)C.[H-].[Na+].S(O[CH2:39][CH2:40][CH2:41][CH2:42][CH2:43][CH2:44][CH2:45][CH3:46])(=O)(=O)C.C([O-])([O-])=O.[K+].[K+].S(O[C:58](=O)[CH2:59][CH2:60][CH2:61][CH2:62][CH2:63][CH2:64][CH2:65]/[CH:66]=[CH:67]\[CH2:68]/[CH:69]=[CH:70]\[CH2:71][CH2:72][CH2:73][CH2:74][CH3:75])(=O)(=O)C. (6) Given the product [F:36][C:25]1[CH:24]=[CH:23][C:22]([C:2]2[N:6]3[CH:7]=[CH:8][C:9]([C:11]([F:14])([F:13])[F:12])=[N:10][C:5]3=[N:4][CH:3]=2)=[CH:27][C:26]=1[C:28]1[CH:33]=[CH:32][CH:31]=[C:30]([C:34]#[N:35])[CH:29]=1, predict the reactants needed to synthesize it. The reactants are: Br[C:2]1[N:6]2[CH:7]=[CH:8][C:9]([C:11]([F:14])([F:13])[F:12])=[N:10][C:5]2=[N:4][CH:3]=1.CC1(C)COB([C:22]2[CH:23]=[CH:24][C:25]([F:36])=[C:26]([C:28]3[CH:33]=[CH:32][CH:31]=[C:30]([C:34]#[N:35])[CH:29]=3)[CH:27]=2)OC1. (7) Given the product [C:12]([NH:16][C:6](=[O:8])[C:5]1[CH:9]=[CH:10][C:2]([Cl:1])=[CH:3][C:4]=1[F:11])([CH3:15])([CH3:14])[CH3:13], predict the reactants needed to synthesize it. The reactants are: [Cl:1][C:2]1[CH:10]=[CH:9][C:5]([C:6]([OH:8])=O)=[C:4]([F:11])[CH:3]=1.[C:12]([NH2:16])([CH3:15])([CH3:14])[CH3:13].C1C=CC2N(O)N=NC=2C=1.CCN=C=NCCCN(C)C.Cl.